This data is from Reaction yield outcomes from USPTO patents with 853,638 reactions. The task is: Predict the reaction yield, written as a fraction of the theoretical maximum amount of product (1.0 means a 100% yield; for example, 0.34 means a 34% yield). (1) The reactants are [Cl:1][C:2]1[CH:3]=[C:4]([C:8]2[O:16][C:15]3[CH:14]=[CH:13][N:12]([C:17]4[CH:18]=[C:19]5[C:23](=[CH:24][CH:25]=4)[N:22]([CH2:26][CH2:27][N:28]4[CH2:32][CH2:31][CH2:30][CH2:29]4)[N:21]=[CH:20]5)[C:11](=[O:33])[C:10]=3[CH:9]=2)[CH:5]=[CH:6][CH:7]=1.Cl.C(OCC)C. The catalyst is C(Cl)Cl. The product is [ClH:1].[Cl:1][C:2]1[CH:3]=[C:4]([C:8]2[O:16][C:15]3[CH:14]=[CH:13][N:12]([C:17]4[CH:18]=[C:19]5[C:23](=[CH:24][CH:25]=4)[N:22]([CH2:26][CH2:27][N:28]4[CH2:29][CH2:30][CH2:31][CH2:32]4)[N:21]=[CH:20]5)[C:11](=[O:33])[C:10]=3[CH:9]=2)[CH:5]=[CH:6][CH:7]=1. The yield is 0.840. (2) The reactants are Cl[C:2]1[C:7]([Cl:8])=[CH:6][C:5]([Cl:9])=[CH:4][N:3]=1.COCCOC.Cl.[NH2:17][C:18]1[C:19]([CH3:39])=[C:20]([C:35]([O:37][CH3:38])=[O:36])[CH:21]=[C:22]([C:24]2[CH:29]=[CH:28][CH:27]=[C:26]([S:30]([CH2:33][CH3:34])(=[O:32])=[O:31])[CH:25]=2)[CH:23]=1.C(=O)([O-])[O-].[K+].[K+]. The catalyst is C([O-])(=O)C.[Pd+2].C([O-])(=O)C.C1(P(C2C=CC=CC=2)C2C3OC4C(=CC=CC=4P(C4C=CC=CC=4)C4C=CC=CC=4)C(C)(C)C=3C=CC=2)C=CC=CC=1.O. The product is [Cl:8][C:7]1[C:2]([NH:17][C:18]2[C:19]([CH3:39])=[C:20]([C:35]([O:37][CH3:38])=[O:36])[CH:21]=[C:22]([C:24]3[CH:29]=[CH:28][CH:27]=[C:26]([S:30]([CH2:33][CH3:34])(=[O:32])=[O:31])[CH:25]=3)[CH:23]=2)=[N:3][CH:4]=[C:5]([Cl:9])[CH:6]=1. The yield is 0.806. (3) The reactants are [F:1][C:2]([CH3:18])([CH3:17])[CH2:3][NH:4][C@H:5]([CH3:16])[CH2:6][C:7]1[C:15]2[C:10](=[CH:11][CH:12]=[CH:13][CH:14]=2)[NH:9][CH:8]=1.[F:19][C:20]1[CH:27]=[C:26]([I:28])[CH:25]=[C:24]([F:29])[C:21]=1[CH:22]=O.C(O)(=O)C. The catalyst is C1(C)C=CC=CC=1. The product is [F:19][C:20]1[CH:27]=[C:26]([I:28])[CH:25]=[C:24]([F:29])[C:21]=1[C@@H:22]1[C:8]2[NH:9][C:10]3[C:15](=[CH:14][CH:13]=[CH:12][CH:11]=3)[C:7]=2[CH2:6][C@@H:5]([CH3:16])[N:4]1[CH2:3][C:2]([F:1])([CH3:17])[CH3:18]. The yield is 0.890.